This data is from Reaction yield outcomes from USPTO patents with 853,638 reactions. The task is: Predict the reaction yield, written as a fraction of the theoretical maximum amount of product (1.0 means a 100% yield; for example, 0.34 means a 34% yield). The reactants are C(OC(=O)[NH:7][C:8]1[CH:13]=[CH:12][CH:11]=[C:10]([O:14][C:15]2[CH:20]=[C:19]([F:21])[CH:18]=[C:17]([NH:22][C:23]3[CH:28]=[CH:27][C:26]([I:29])=[CH:25][C:24]=3[F:30])[C:16]=2[C:31](=[O:33])[NH2:32])[CH:9]=1)(C)(C)C.C(O)(C(F)(F)F)=O. The catalyst is ClCCl. The product is [NH2:7][C:8]1[CH:9]=[C:10]([CH:11]=[CH:12][CH:13]=1)[O:14][C:15]1[CH:20]=[C:19]([F:21])[CH:18]=[C:17]([NH:22][C:23]2[CH:28]=[CH:27][C:26]([I:29])=[CH:25][C:24]=2[F:30])[C:16]=1[C:31]([NH2:32])=[O:33]. The yield is 0.960.